This data is from Full USPTO retrosynthesis dataset with 1.9M reactions from patents (1976-2016). The task is: Predict the reactants needed to synthesize the given product. Given the product [CH2:1]([N:3]([CH2:6][C:7]1[CH:14]=[CH:13][C:10]([C:21](=[O:20])[CH3:22])=[CH:9][CH:8]=1)[CH2:4][CH3:5])[CH3:2], predict the reactants needed to synthesize it. The reactants are: [CH2:1]([N:3]([CH2:6][C:7]1[CH:14]=[CH:13][C:10](C#N)=[CH:9][CH:8]=1)[CH2:4][CH3:5])[CH3:2].C[Mg]Br.C([O:20][CH2:21][CH3:22])C.